Dataset: Reaction yield outcomes from USPTO patents with 853,638 reactions. Task: Predict the reaction yield, written as a fraction of the theoretical maximum amount of product (1.0 means a 100% yield; for example, 0.34 means a 34% yield). (1) The reactants are [C:1]12([CH:11]=O)[CH2:10][CH:5]3[CH2:6][CH:7]([CH2:9][CH:3]([CH2:4]3)[CH2:2]1)[CH2:8]2.[C:13]([O-])([O-])=O.[K+].[K+].[N+](=C(P(=O)(OC)OC)C(=O)C)=[N-]. The catalyst is CO.CCOCC. The product is [C:11]([C:1]12[CH2:10][CH:5]3[CH2:6][CH:7]([CH2:9][CH:3]([CH2:4]3)[CH2:2]1)[CH2:8]2)#[CH:13]. The yield is 0.750. (2) The reactants are [Br:1][C:2]1[CH:3]=[N:4][N:5]([C:7]([CH3:11])([CH3:10])[CH2:8][OH:9])[CH:6]=1.Cl[CH2:13][CH2:14][N:15]1[CH2:19][CH2:18][CH2:17][CH2:16]1.[H-].[Na+]. No catalyst specified. The product is [Br:1][C:2]1[CH:3]=[N:4][N:5]([C:7]([CH3:11])([CH3:10])[CH2:8][O:9][CH2:13][CH2:14][N:15]2[CH2:19][CH2:18][CH2:17][CH2:16]2)[CH:6]=1. The yield is 0.180. (3) The reactants are [C:1]([O:5][C:6]([N:8]1[CH2:13][CH2:12][CH:11]([N:14]2[CH2:18][CH2:17][C@H:16]([O:19][C:20]3[CH:21]=[N:22][C:23](Br)=[CH:24][CH:25]=3)[C:15]2=[O:27])[CH2:10][CH2:9]1)=[O:7])([CH3:4])([CH3:3])[CH3:2].[CH2:28]([S:30]([O-:32])=[O:31])C.[Na+].[C@@H]1(N)CCCC[C@H]1N. The catalyst is CS(C)=O. The product is [C:1]([O:5][C:6]([N:8]1[CH2:13][CH2:12][CH:11]([N:14]2[CH2:18][CH2:17][C@H:16]([O:19][C:20]3[CH:21]=[N:22][C:23]([S:30]([CH3:28])(=[O:32])=[O:31])=[CH:24][CH:25]=3)[C:15]2=[O:27])[CH2:10][CH2:9]1)=[O:7])([CH3:4])([CH3:3])[CH3:2]. The yield is 0.940. (4) The reactants are S(Cl)(Cl)=O.[F:5][C:6]1[CH:14]=[CH:13][C:12]([C:15]2[CH:24]=[CH:23][C:22]3[C:17](=[CH:18][CH:19]=[C:20]([O:25][CH3:26])[CH:21]=3)[CH:16]=2)=[CH:11][C:7]=1[C:8]([OH:10])=[O:9].[CH3:27]O. No catalyst specified. The product is [F:5][C:6]1[CH:14]=[CH:13][C:12]([C:15]2[CH:24]=[CH:23][C:22]3[C:17](=[CH:18][CH:19]=[C:20]([O:25][CH3:26])[CH:21]=3)[CH:16]=2)=[CH:11][C:7]=1[C:8]([O:10][CH3:27])=[O:9]. The yield is 0.770. (5) The reactants are F.F.F.C(N(CC)CC)C.C(N(CC)CC)C.[Si]([O:35][CH2:36][C@H:37]1[O:41][C@@H:40]([N:42]2[CH:49]=[C:48]([CH3:50])[C:46](=[O:47])[NH:45][C:43]2=[O:44])[C@H:39]([O:51][CH2:52][CH2:53][O:54][N:55]([CH3:57])[CH3:56])[C@@H:38]1[OH:58])(C(C)(C)C)(C1C=CC=CC=1)C1C=CC=CC=1.CO. The catalyst is C1COCC1.C(Cl)Cl. The product is [CH3:56][N:55]([CH3:57])[O:54][CH2:53][CH2:52][O:51][C@@H:39]1[C@H:38]([OH:58])[C@@H:37]([CH2:36][OH:35])[O:41][C@H:40]1[N:42]1[CH:49]=[C:48]([CH3:50])[C:46](=[O:47])[NH:45][C:43]1=[O:44]. The yield is 0.925. (6) The reactants are Cl.[NH2:2][CH2:3][C:4]1[CH:12]=[CH:11][CH:10]=[C:9]2[C:5]=1[C:6](=[O:22])[N:7]([CH:14]1[CH2:19][CH2:18][C:17](=[O:20])[NH:16][C:15]1=[O:21])[C:8]2=[O:13].[N:23]1[CH:28]=[CH:27][N:26]=[CH:25][C:24]=1[C:29](Cl)=[O:30].C(N(CC)CC)C. The catalyst is C1COCC1. The product is [O:21]=[C:15]1[CH:14]([N:7]2[C:6](=[O:22])[C:5]3[C:9](=[CH:10][CH:11]=[CH:12][C:4]=3[CH2:3][NH:2][C:29]([C:24]3[CH:25]=[N:26][CH:27]=[CH:28][N:23]=3)=[O:30])[C:8]2=[O:13])[CH2:19][CH2:18][C:17](=[O:20])[NH:16]1. The yield is 0.610. (7) The reactants are [Cl:1][C:2]1[CH:3]=[C:4]([CH:27]([C:32]#[N:33])[CH2:28][C:29]([OH:31])=[O:30])[CH:5]=[CH:6][C:7]=1[C:8]1[N:12]=[C:11]([C:13]2[N:14]=[C:15]3[C:20]([Cl:21])=[CH:19][C:18]([C:22]([F:25])([F:24])[F:23])=[CH:17][N:16]3[CH:26]=2)[O:10][N:9]=1.C(=O)(O)[O-:35].[Na+].C(O)(=O)CC(CC(O)=O)(C(O)=O)O. The catalyst is OS(O)(=O)=O. The product is [NH2:33][C:32](=[O:35])[CH:27]([C:4]1[CH:5]=[CH:6][C:7]([C:8]2[N:12]=[C:11]([C:13]3[N:14]=[C:15]4[C:20]([Cl:21])=[CH:19][C:18]([C:22]([F:25])([F:24])[F:23])=[CH:17][N:16]4[CH:26]=3)[O:10][N:9]=2)=[C:2]([Cl:1])[CH:3]=1)[CH2:28][C:29]([OH:31])=[O:30]. The yield is 0.949. (8) The reactants are [C:1]1([CH3:7])[CH:6]=[CH:5][CH:4]=[CH:3][CH:2]=1.C(O[O:13][C:14]([CH3:17])(C)C)(C)(C)C.[C]=O.[CH2:20]([OH:22])C. No catalyst specified. The product is [C:1]1([CH2:7][C:20]([O:13][CH2:14][CH3:17])=[O:22])[CH:6]=[CH:5][CH:4]=[CH:3][CH:2]=1. The yield is 0.930. (9) The reactants are Br[C:2]1[C:15]2[N:14]3[CH:16]=[CH:17][N:18]=[C:13]3[C:12]3[CH:11]=[CH:10][CH:9]=[CH:8][C:7]=3[C:6]=2[CH:5]=[CH:4][CH:3]=1.[C:19](=O)([O-])[O-].[K+].[K+].[C:38]1(P([C:38]2[CH:43]=[CH:42][CH:41]=[CH:40][CH:39]=2)[C:38]2[CH:43]=[CH:42][CH:41]=[CH:40][CH:39]=2)[CH:43]=[CH:42][CH:41]=[CH:40][CH:39]=1.CO[CH2:46][CH2:47]OC. The catalyst is C(Cl)Cl.CC([O-])=O.CC([O-])=O.[Pd+2]. The product is [CH:46]([C:38]1[CH:39]=[CH:40][C:41]([C:2]2[C:15]3[N:14]4[CH:16]=[CH:17][N:18]=[C:13]4[C:12]4[CH:11]=[CH:10][CH:9]=[CH:8][C:7]=4[C:6]=3[CH:5]=[CH:4][CH:3]=2)=[CH:42][CH:43]=1)([CH3:47])[CH3:19]. The yield is 0.770.